This data is from Reaction yield outcomes from USPTO patents with 853,638 reactions. The task is: Predict the reaction yield, written as a fraction of the theoretical maximum amount of product (1.0 means a 100% yield; for example, 0.34 means a 34% yield). The reactants are [OH:1][C:2]([CH3:35])([CH3:34])[CH2:3][C@@:4]1([C:28]2[CH:33]=[CH:32][CH:31]=[CH:30][CH:29]=2)[O:9][C:8](=[O:10])[N:7]([C@H:11]([C:13]2[CH:18]=[CH:17][C:16](B3OC(C)(C)C(C)(C)O3)=[CH:15][CH:14]=2)[CH3:12])[CH2:6][CH2:5]1.[CH3:36][N:37]([CH3:50])[C:38]([C:40]1([C:43]2[CH:48]=[CH:47][CH:46]=[C:45](Br)[N:44]=2)[CH2:42][CH2:41]1)=[O:39]. No catalyst specified. The product is [CH3:36][N:37]([CH3:50])[C:38]([C:40]1([C:43]2[CH:48]=[CH:47][CH:46]=[C:45]([C:16]3[CH:17]=[CH:18][C:13]([C@@H:11]([N:7]4[CH2:6][CH2:5][C@:4]([CH2:3][C:2]([OH:1])([CH3:35])[CH3:34])([C:28]5[CH:33]=[CH:32][CH:31]=[CH:30][CH:29]=5)[O:9][C:8]4=[O:10])[CH3:12])=[CH:14][CH:15]=3)[N:44]=2)[CH2:42][CH2:41]1)=[O:39]. The yield is 0.660.